This data is from Forward reaction prediction with 1.9M reactions from USPTO patents (1976-2016). The task is: Predict the product of the given reaction. (1) Given the reactants [C:1]([O:5][C:6]([N:8]([CH2:10][C:11]1[CH:19]=[CH:18][CH:17]=[C:13]([C:14]([OH:16])=O)[C:12]=1[C:20]([OH:22])=O)[CH3:9])=[O:7])([CH3:4])([CH3:3])[CH3:2].Cl.[NH2:24][CH:25]1[CH2:31][CH2:30][C:29](=[O:32])[NH:28][C:26]1=[O:27], predict the reaction product. The product is: [C:1]([O:5][C:6](=[O:7])[N:8]([CH2:10][C:11]1[CH:19]=[CH:18][CH:17]=[C:13]2[C:12]=1[C:20](=[O:22])[N:24]([CH:25]1[CH2:31][CH2:30][C:29](=[O:32])[NH:28][C:26]1=[O:27])[C:14]2=[O:16])[CH3:9])([CH3:2])([CH3:3])[CH3:4]. (2) Given the reactants [C:1]([CH:4]([CH2:17][CH2:18][CH:19]([CH3:21])[CH3:20])[C:5]([NH:7][CH2:8][CH2:9][C:10]1[CH:15]=[CH:14][CH:13]=[C:12]([F:16])[CH:11]=1)=[O:6])(=O)[CH3:2].[NH3:22].[Al+3].[Cl-].[Cl-].[Cl-], predict the reaction product. The product is: [NH2:22]/[C:1](/[CH3:2])=[C:4](/[CH2:17][CH2:18][CH:19]([CH3:21])[CH3:20])\[C:5]([NH:7][CH2:8][CH2:9][C:10]1[CH:15]=[CH:14][CH:13]=[C:12]([F:16])[CH:11]=1)=[O:6].